Dataset: Peptide-MHC class II binding affinity with 134,281 pairs from IEDB. Task: Regression. Given a peptide amino acid sequence and an MHC pseudo amino acid sequence, predict their binding affinity value. This is MHC class II binding data. The peptide sequence is MTDPHAMRDMAGRFE. The MHC is HLA-DQA10101-DQB10501 with pseudo-sequence HLA-DQA10101-DQB10501. The binding affinity (normalized) is 0.333.